Dataset: Reaction yield outcomes from USPTO patents with 853,638 reactions. Task: Predict the reaction yield, written as a fraction of the theoretical maximum amount of product (1.0 means a 100% yield; for example, 0.34 means a 34% yield). (1) The reactants are [CH2:1]([N:5]([CH2:24][CH2:25][CH2:26][CH3:27])[C:6]1[CH:11]=[CH:10][C:9]([CH:12]=[CH:13][C:14]2[CH:21]=[CH:20][C:17]([CH:18]=O)=[CH:16][CH:15]=2)=[C:8]([O:22][CH3:23])[CH:7]=1)[CH2:2][CH2:3][CH3:4].[C:28]([C:30]1[C:31](=[C:38]([C:41]#[N:42])[C:39]#[N:40])[O:32][C:33]([CH3:37])([CH3:36])[C:34]=1[CH3:35])#[N:29].C([O-])(=O)C.[NH4+]. The catalyst is C(O)C.O1CCCC1. The product is [CH2:24]([N:5]([CH2:1][CH2:2][CH2:3][CH3:4])[C:6]1[CH:11]=[CH:10][C:9]([CH:12]=[CH:13][C:14]2[CH:21]=[CH:20][C:17]([CH:18]=[CH:35][C:34]3[C:33]([CH3:36])([CH3:37])[O:32][C:31](=[C:38]([C:39]#[N:40])[C:41]#[N:42])[C:30]=3[C:28]#[N:29])=[CH:16][CH:15]=2)=[C:8]([O:22][CH3:23])[CH:7]=1)[CH2:25][CH2:26][CH3:27]. The yield is 0.926. (2) The reactants are [CH3:1][N:2]1[C:6]([C:7]2[N:12]=[C:11]([C@@H:13]([NH:17][C:18](=[O:24])[O:19][C:20]([CH3:23])([CH3:22])[CH3:21])[CH2:14][CH:15]=C)[CH:10]=[CH:9][CH:8]=2)=[C:5]([NH:25][C:26](=[O:31])[C@H:27]([CH3:30])[CH:28]=C)[CH:4]=[N:3]1. The catalyst is CCOC(C)=O.Cl[Ru](=C1N(C2C(C)=CC(C)=CC=2C)CCN1C1C(C)=CC(C)=CC=1C)(Cl)(=CC1C=CC=CC=1)[P](C1CCCCC1)(C1CCCCC1)C1CCCCC1. The product is [CH3:1][N:2]1[N:3]=[CH:4][C:5]2[NH:25][C:26](=[O:31])[C@H:27]([CH3:30])[CH:28]=[CH:15][CH2:14][C@H:13]([NH:17][C:18](=[O:24])[O:19][C:20]([CH3:23])([CH3:21])[CH3:22])[C:11]3[N:12]=[C:7]([CH:8]=[CH:9][CH:10]=3)[C:6]1=2. The yield is 0.660. (3) The reactants are [F:1][C:2]1[C:9]([F:10])=[CH:8][C:7]([F:11])=[CH:6][C:3]=1[NH:4][CH3:5].Br.Br[CH:14]([C:16]1[CH:17]=[C:18]([C:33]([N:35]([CH3:37])[CH3:36])=[O:34])[CH:19]=[C:20]2[C:25]=1[O:24][C:23]([N:26]1[CH2:31][CH2:30][O:29][CH2:28][CH2:27]1)=[CH:22][C:21]2=[O:32])[CH3:15]. No catalyst specified. The product is [CH3:36][N:35]([CH3:37])[C:33]([C:18]1[CH:19]=[C:20]2[C:25](=[C:16]([CH:14]([N:4]([CH3:5])[C:3]3[CH:6]=[C:7]([F:11])[CH:8]=[C:9]([F:10])[C:2]=3[F:1])[CH3:15])[CH:17]=1)[O:24][C:23]([N:26]1[CH2:31][CH2:30][O:29][CH2:28][CH2:27]1)=[CH:22][C:21]2=[O:32])=[O:34]. The yield is 0.0800. (4) The reactants are [NH2:1][C:2]1[O:6][N:5]=[C:4]([C:7]([F:10])([F:9])[F:8])[C:3]=1[CH2:11][CH2:12][CH2:13][CH2:14][CH2:15][CH2:16][CH2:17][CH2:18][CH2:19][CH2:20][CH2:21][CH2:22][CH3:23].[C:24]1([C:34]2[CH:39]=[CH:38][CH:37]=[CH:36][CH:35]=2)[CH:29]=[CH:28][C:27]([S:30](Cl)(=[O:32])=[O:31])=[CH:26][CH:25]=1. No catalyst specified. The product is [CH2:11]([C:3]1[C:4]([C:7]([F:10])([F:9])[F:8])=[N:5][O:6][C:2]=1[NH:1][S:30]([C:27]1[CH:26]=[CH:25][C:24]([C:34]2[CH:39]=[CH:38][CH:37]=[CH:36][CH:35]=2)=[CH:29][CH:28]=1)(=[O:32])=[O:31])[CH2:12][CH2:13][CH2:14][CH2:15][CH2:16][CH2:17][CH2:18][CH2:19][CH2:20][CH2:21][CH2:22][CH3:23]. The yield is 0.810. (5) The reactants are [C:1]([O:5][C:6](=[O:16])[NH:7][C:8]1[CH:9]=[N:10][C:11]([Cl:15])=[CH:12][C:13]=1[I:14])([CH3:4])([CH3:3])[CH3:2].[H-].[Na+].I[CH3:20]. The catalyst is CN(C=O)C. The product is [C:1]([O:5][C:6](=[O:16])[N:7]([C:8]1[CH:9]=[N:10][C:11]([Cl:15])=[CH:12][C:13]=1[I:14])[CH3:20])([CH3:4])([CH3:2])[CH3:3]. The yield is 1.00.